This data is from Reaction yield outcomes from USPTO patents with 853,638 reactions. The task is: Predict the reaction yield, written as a fraction of the theoretical maximum amount of product (1.0 means a 100% yield; for example, 0.34 means a 34% yield). (1) The reactants are C1COCC1.O.[C:7]([C:11]1[CH:16]=[C:15]([C:17]([CH3:20])([CH3:19])[CH3:18])[C:14](=[O:21])[C:13](=[O:22])[C:12]=1[N+:23]([O-:25])=[O:24])([CH3:10])([CH3:9])[CH3:8].[O-]S(S([O-])=O)=O.[Na+].[Na+]. The catalyst is CCOC(C)=O. The product is [C:7]([C:11]1[C:12]([N+:23]([O-:25])=[O:24])=[C:13]([OH:22])[C:14]([OH:21])=[C:15]([C:17]([CH3:18])([CH3:19])[CH3:20])[CH:16]=1)([CH3:8])([CH3:9])[CH3:10]. The yield is 0.740. (2) The reactants are Cl[C:2]1[N:3]([C@@H:15]2[O:21][C@H:20]([CH2:22][OH:23])[C@@H:18]([OH:19])[C@H:16]2[OH:17])[C:4]2[C:9]([C:10]=1[CH:11]=O)=[CH:8][C:7]([Cl:13])=[C:6]([Cl:14])[CH:5]=2.[CH3:24][NH:25][NH2:26].CO.O. The catalyst is CO. The product is [Cl:13][C:7]1[CH:8]=[C:9]2[C:4](=[CH:5][C:6]=1[Cl:14])[N:3]([C@@H:15]1[O:21][C@H:20]([CH2:22][OH:23])[C@@H:18]([OH:19])[C@H:16]1[OH:17])[C:2]1[N:25]([CH3:24])[N:26]=[CH:11][C:10]2=1. The yield is 0.330. (3) The reactants are [Cl:1][C:2]1[N:7]=[C:6]([Cl:8])[N:5]=[C:4]2[NH:9][N:10]=[CH:11][C:3]=12.[O:12]1[CH:17]=[CH:16][CH2:15][CH2:14][CH2:13]1.C1(C)C=CC(S([O-])(=O)=O)=CC=1.[NH+]1C=CC=CC=1. The catalyst is C1COCC1.CCOC(C)=O. The product is [Cl:1][C:2]1[N:7]=[C:6]([Cl:8])[N:5]=[C:4]2[N:9]([CH:13]3[CH2:14][CH2:15][CH2:16][CH2:17][O:12]3)[N:10]=[CH:11][C:3]=12. The yield is 1.00. (4) The reactants are S(O)(O)(=O)=O.[CH3:6][S:7][C:8](=[NH:10])[NH2:9].[CH3:6][S:7][C:8](=[NH:10])[NH2:9].[OH-].[Na+].[C:18](O[C:18]([O:20][C:21]([CH3:24])([CH3:23])[CH3:22])=[O:19])([O:20][C:21]([CH3:24])([CH3:23])[CH3:22])=[O:19]. The catalyst is C(Cl)Cl. The product is [CH3:6][S:7][C:8]([NH:9][C:18](=[O:19])[O:20][C:21]([CH3:24])([CH3:23])[CH3:22])=[NH:10]. The yield is 0.940. (5) The reactants are Cl[C:2]1[N:7]=[C:6]([NH:8][CH2:9][C:10]2[CH:11]=[N:12][CH:13]=[CH:14][CH:15]=2)[C:5]([F:16])=[CH:4][N:3]=1.[NH2:17][C:18]1[CH:19]=[C:20]([OH:24])[CH:21]=[CH:22][CH:23]=1. No catalyst specified. The product is [F:16][C:5]1[C:6]([NH:8][CH2:9][C:10]2[CH:11]=[N:12][CH:13]=[CH:14][CH:15]=2)=[N:7][C:2]([NH:17][C:18]2[CH:23]=[CH:22][CH:21]=[C:20]([OH:24])[CH:19]=2)=[N:3][CH:4]=1. The yield is 0.430. (6) The reactants are C([O:3][P:4]([CH2:9][CH2:10][NH:11][C:12](=[O:39])[CH2:13][CH2:14][C:15]([CH3:38])=[CH:16][CH2:17][C:18]1[C:19]([O:31]CC[Si](C)(C)C)=[C:20]2[C:24](=[C:25]([CH3:29])[C:26]=1[O:27][CH3:28])[CH2:23][O:22][C:21]2=[O:30])(=[O:8])[O:5]CC)C.C[Si](Br)(C)C.N1C(C)=CC=CC=1C. The catalyst is C(#N)C. The product is [OH:31][C:19]1[C:18]([CH2:17][CH:16]=[C:15]([CH3:38])[CH2:14][CH2:13][C:12]([NH:11][CH2:10][CH2:9][P:4](=[O:3])([OH:8])[OH:5])=[O:39])=[C:26]([O:27][CH3:28])[C:25]([CH3:29])=[C:24]2[C:20]=1[C:21](=[O:30])[O:22][CH2:23]2. The yield is 0.290. (7) The reactants are C([NH:4][C:5]1[N:6]=[C:7]([N:25]2[CH2:31][CH2:30][CH2:29][NH:28][CH2:27][CH:26]2[C:32](=[O:41])[NH:33][C:34]2[CH:39]=[CH:38][CH:37]=[C:36]([CH3:40])[CH:35]=2)[C:8]2[N:14]=[C:13]([C:15]3[CH:20]=[CH:19][C:18]([O:21][CH3:22])=[C:17]([O:23][CH3:24])[CH:16]=3)[CH:12]=[CH:11][C:9]=2[N:10]=1)(=O)C.C(=O)([O-])[O-].[K+].[K+]. The catalyst is CO.O. The product is [NH2:4][C:5]1[N:6]=[C:7]([N:25]2[CH2:31][CH2:30][CH2:29][NH:28][CH2:27][CH:26]2[C:32](=[O:41])[NH:33][C:34]2[CH:39]=[CH:38][CH:37]=[C:36]([CH3:40])[CH:35]=2)[C:8]2[N:14]=[C:13]([C:15]3[CH:20]=[CH:19][C:18]([O:21][CH3:22])=[C:17]([O:23][CH3:24])[CH:16]=3)[CH:12]=[CH:11][C:9]=2[N:10]=1. The yield is 0.930. (8) The reactants are [CH2:1]([N:3]([CH2:18][CH3:19])[S:4]([C:7]1[CH:8]=[CH:9][C:10]2[N:11]([C:14](=O)[NH:15][N:16]=2)[C:12]=1[CH3:13])(=[O:6])=[O:5])[CH3:2].C([O-])(O)=O.[Na+].O=P(Cl)(Cl)[Cl:27]. No catalyst specified. The product is [Cl:27][C:14]1[N:11]2[C:12]([CH3:13])=[C:7]([S:4]([N:3]([CH2:18][CH3:19])[CH2:1][CH3:2])(=[O:6])=[O:5])[CH:8]=[CH:9][C:10]2=[N:16][N:15]=1. The yield is 0.400.